The task is: Predict the reaction yield, written as a fraction of the theoretical maximum amount of product (1.0 means a 100% yield; for example, 0.34 means a 34% yield).. This data is from Reaction yield outcomes from USPTO patents with 853,638 reactions. (1) The product is [CH3:18][O:19][CH2:20][CH2:21][O:22][C@@H:6]1[C@H:7]([OH:12])[C@@H:8]([CH2:10][OH:11])[O:9][C@H:5]1[N:4]1[CH:3]=[C:2]([CH3:1])[C:16](=[O:17])[NH:15][C:14]1=[O:13]. The reactants are [CH3:1][C:2]1[C:16](=[O:17])[N:15]=[C:14]2[N:4]([C@@H:5]3[O:9][C@H:8]([CH2:10][OH:11])[C@@H:7]([OH:12])[C@@H:6]3[O:13]2)[CH:3]=1.[CH3:18][O:19][CH2:20][CH2:21][O:22]B([O:22][CH2:21][CH2:20][O:19][CH3:18])[O:22][CH2:21][CH2:20][O:19][CH3:18]. The catalyst is COCCO. The yield is 0.630. (2) The yield is 0.390. The product is [CH3:1][C:2]1([CH2:36][C:37]([O:39][CH3:40])=[O:38])[S:6][C:5](=[O:7])[NH:4][C:3]1=[O:8]. The reactants are [CH3:1][CH:2]1[S:6][C:5](=[O:7])[NH:4][C:3]1=[O:8].[Li+].CC([N-]C(C)C)C.CCCCCCC.C1COCC1.C1C=CC=CC=1.Br[CH2:36][C:37]([O:39][CH3:40])=[O:38]. The catalyst is C1COCC1. (3) The reactants are [NH2:1][C:2]1[CH:3]=[CH:4][CH:5]=[C:6]2[C:11]=1[N:10]=[CH:9][CH:8]=[CH:7]2.C(N(CC)CC)C.[C:19](OC(=O)C)(=[O:21])[CH3:20].C([O-])(O)=O.[Na+]. The catalyst is CN(C)C1C=CN=CC=1.C(Cl)Cl. The product is [N:10]1[C:11]2[C:6](=[CH:5][CH:4]=[CH:3][C:2]=2[NH:1][C:19](=[O:21])[CH3:20])[CH:7]=[CH:8][CH:9]=1. The yield is 1.00.